The task is: Predict the product of the given reaction.. This data is from Forward reaction prediction with 1.9M reactions from USPTO patents (1976-2016). (1) Given the reactants CC1(C)CCCC(C)(C)N1.C([Li])CCC.[Br:16][C:17]1[CH:22]=[CH:21][CH:20]=[CH:19][C:18]=1[F:23].[C:24](=[O:26])=[O:25], predict the reaction product. The product is: [Br:16][C:17]1[C:18]([F:23])=[C:19]([CH:20]=[CH:21][CH:22]=1)[C:24]([OH:26])=[O:25]. (2) Given the reactants [CH3:1][C:2]1[CH:3]=[CH:4][C:5]([NH2:8])=[N:6][CH:7]=1.[Cl-].C[Al+]C.[C:13]([NH:16][C:17]1[N:18]=[CH:19][C:20]([O:23][C:24]2[C:25]3[C:29]([CH:30]=[C:31]([C:33](OCC)=[O:34])[CH:32]=2)=[N:28][N:27]([CH2:38][CH3:39])[CH:26]=3)=[N:21][CH:22]=1)(=[O:15])[CH3:14].N1C=CC=CC=1.C(Cl)(=O)C, predict the reaction product. The product is: [C:13]([NH:16][C:17]1[N:18]=[CH:19][C:20]([O:23][C:24]2[C:25]3[C:29]([CH:30]=[C:31]([C:33]([NH:8][C:5]4[CH:4]=[CH:3][C:2]([CH3:1])=[CH:7][N:6]=4)=[O:34])[CH:32]=2)=[N:28][N:27]([CH2:38][CH3:39])[CH:26]=3)=[N:21][CH:22]=1)(=[O:15])[CH3:14]. (3) The product is: [Br:14][C:3]12[CH2:10][CH2:9][CH:6]([CH2:7][CH2:8]1)[CH2:5][CH2:4]2. Given the reactants CO[C:3]12[CH2:10][CH2:9][CH:6]([CH2:7][CH2:8]1)[CH2:5][CH2:4]2.C([Br:14])(=O)C, predict the reaction product. (4) Given the reactants C([O:3][C:4]([C:6]1[S:10][C:9]([NH:11][O:12][C:13]([O:15][C:16]([CH3:19])([CH3:18])[CH3:17])=[O:14])=[N:8][C:7]=1[CH3:20])=[O:5])C.[OH-].[K+].Cl, predict the reaction product. The product is: [C:16]([O:15][C:13]([O:12][NH:11][C:9]1[S:10][C:6]([C:4]([OH:5])=[O:3])=[C:7]([CH3:20])[N:8]=1)=[O:14])([CH3:19])([CH3:17])[CH3:18]. (5) Given the reactants [Cl:1][C:2]1[CH:3]=[C:4]([NH:19][C:20]2[C:30]3[CH:29]=[C:28]([C:31](O)=[O:32])[CH2:27][CH2:26][NH:25][C:24]=3[N:23]=[CH:22][N:21]=2)[CH:5]=[CH:6][C:7]=1[O:8][C:9]1[CH:14]=[CH:13][CH:12]=[C:11]([C:15]([F:18])([F:17])[F:16])[CH:10]=1.[OH:34]N1C2C=CC=CC=2N=N1.Cl.C(N=C=NCCCN(C)C)C.[C:56]([NH2:60])([CH3:59])([CH3:58])[CH3:57].CN(C)[CH:63]=[O:64], predict the reaction product. The product is: [F:16][C:15]([F:18])([F:17])[C:63]([OH:64])=[O:34].[C:56]([NH:60][C:31]([C:28]1[CH2:27][CH2:26][NH:25][C:24]2[N:23]=[CH:22][N:21]=[C:20]([NH:19][C:4]3[CH:5]=[CH:6][C:7]([O:8][C:9]4[CH:14]=[CH:13][CH:12]=[C:11]([C:15]([F:18])([F:16])[F:17])[CH:10]=4)=[C:2]([Cl:1])[CH:3]=3)[C:30]=2[CH:29]=1)=[O:32])([CH3:59])([CH3:58])[CH3:57]. (6) Given the reactants [CH2:1]([C@@H:8]1[CH2:13][N:12](CC2C=CC=CC=2)[CH2:11][CH2:10][N:9]1[C:21]([C:23]1[CH:27]=[C:26]([CH3:28])[N:25]([C:29]2[CH:34]=[CH:33][CH:32]=[C:31]([O:35][CH3:36])[C:30]=2[O:37][CH3:38])[C:24]=1[C:39]1[CH:51]=[CH:50][C:42]([O:43][CH2:44][C:45]([O:47][CH2:48][CH3:49])=[O:46])=[CH:41][CH:40]=1)=[O:22])[C:2]1[CH:7]=[CH:6][CH:5]=[CH:4][CH:3]=1.[ClH:52], predict the reaction product. The product is: [ClH:52].[CH2:1]([C@@H:8]1[CH2:13][NH:12][CH2:11][CH2:10][N:9]1[C:21]([C:23]1[CH:27]=[C:26]([CH3:28])[N:25]([C:29]2[CH:34]=[CH:33][CH:32]=[C:31]([O:35][CH3:36])[C:30]=2[O:37][CH3:38])[C:24]=1[C:39]1[CH:40]=[CH:41][C:42]([O:43][CH2:44][C:45]([O:47][CH2:48][CH3:49])=[O:46])=[CH:50][CH:51]=1)=[O:22])[C:2]1[CH:7]=[CH:6][CH:5]=[CH:4][CH:3]=1.